This data is from M1 muscarinic receptor antagonist screen with 61,756 compounds. The task is: Binary Classification. Given a drug SMILES string, predict its activity (active/inactive) in a high-throughput screening assay against a specified biological target. (1) The compound is Fc1ccc(CCN2C(=O)/C(=C/Nc3c(n(n(c3=O)c3ccccc3)C)C)C(=O)NC2=O)cc1. The result is 1 (active). (2) The compound is Clc1cc(N2CCN(CC2)CCCNC(=O)c2n(c3c(c2)c(=O)n(c2c3cccc2)C)C)ccc1. The result is 0 (inactive). (3) The molecule is S(=O)(=O)(Nc1nc(ccn1)C)c1ccc(NC(=O)Cc2sccc2)cc1. The result is 0 (inactive). (4) The compound is O1C2(OCC1)CCN(CC2)C(=O)c1c(n(c(c1C)C(OCC)=O)CC)C. The result is 0 (inactive). (5) The molecule is s1c2n(nc1COc1c(OCC)cccc1)c(nn2)COc1ccccc1. The result is 0 (inactive). (6) The molecule is s1c(NC(=O)CCC(=O)N(C(c2ccc(F)cc2)C(=O)NCCOC)CCOC)ncc1. The result is 0 (inactive). (7) The compound is S(=O)(=O)(NC(c1ccccc1)C(=O)NCCC)c1c2nsnc2ccc1. The result is 0 (inactive). (8) The compound is O=C(NC1CCCCC1)C1(N(Cc2occc2)C(=O)CNC(=O)C)CCCCC1. The result is 0 (inactive). (9) The drug is O=c1c(CCC(=O)C)c([nH]c2c1cccc2)C. The result is 0 (inactive). (10) The molecule is s1c(C(=O)c2ccc(N3CCOCC3)cc2)ccc1. The result is 0 (inactive).